Dataset: NCI-60 drug combinations with 297,098 pairs across 59 cell lines. Task: Regression. Given two drug SMILES strings and cell line genomic features, predict the synergy score measuring deviation from expected non-interaction effect. (1) Cell line: CCRF-CEM. Drug 1: C1=CC=C(C(=C1)C(C2=CC=C(C=C2)Cl)C(Cl)Cl)Cl. Drug 2: C(CN)CNCCSP(=O)(O)O. Synergy scores: CSS=1.45, Synergy_ZIP=1.03, Synergy_Bliss=-0.906, Synergy_Loewe=0.286, Synergy_HSA=-1.22. (2) Drug 1: CN(C)N=NC1=C(NC=N1)C(=O)N. Drug 2: CC(C)(C#N)C1=CC(=CC(=C1)CN2C=NC=N2)C(C)(C)C#N. Cell line: COLO 205. Synergy scores: CSS=-6.75, Synergy_ZIP=-0.375, Synergy_Bliss=-2.65, Synergy_Loewe=-4.47, Synergy_HSA=-4.49. (3) Synergy scores: CSS=47.5, Synergy_ZIP=-1.36, Synergy_Bliss=-1.15, Synergy_Loewe=-20.7, Synergy_HSA=-0.779. Drug 1: C1=C(C(=O)NC(=O)N1)N(CCCl)CCCl. Cell line: HOP-62. Drug 2: C1=NC2=C(N=C(N=C2N1C3C(C(C(O3)CO)O)F)Cl)N. (4) Drug 1: CC12CCC3C(C1CCC2O)C(CC4=C3C=CC(=C4)O)CCCCCCCCCS(=O)CCCC(C(F)(F)F)(F)F. Drug 2: CN(CC1=CN=C2C(=N1)C(=NC(=N2)N)N)C3=CC=C(C=C3)C(=O)NC(CCC(=O)O)C(=O)O. Cell line: MCF7. Synergy scores: CSS=34.9, Synergy_ZIP=-6.12, Synergy_Bliss=-4.69, Synergy_Loewe=-3.94, Synergy_HSA=0.587.